From a dataset of Forward reaction prediction with 1.9M reactions from USPTO patents (1976-2016). Predict the product of the given reaction. Given the reactants [CH2:1]([C:8]1[C:9]([Cl:21])=[N:10][C:11](SC)=[N:12][C:13]=1[N:14]1[CH2:18][CH2:17][CH2:16][CH2:15]1)[C:2]1[CH:7]=[CH:6][CH:5]=[CH:4][CH:3]=1.Cl[C:23]1C=CC=C(C(OO)=O)C=1.[S:33]([O-:37])([O-])(=[O:35])=S.[Na+].[Na+], predict the reaction product. The product is: [CH2:1]([C:8]1[C:9]([Cl:21])=[N:10][C:11]([S:33]([CH3:23])(=[O:37])=[O:35])=[N:12][C:13]=1[N:14]1[CH2:15][CH2:16][CH2:17][CH2:18]1)[C:2]1[CH:3]=[CH:4][CH:5]=[CH:6][CH:7]=1.